From a dataset of Full USPTO retrosynthesis dataset with 1.9M reactions from patents (1976-2016). Predict the reactants needed to synthesize the given product. (1) Given the product [C:66]([NH:65][C:62]1[N:61]([CH:70]([CH3:71])[CH3:72])[C:60](=[O:73])[C:59]2[C:64](=[C:55]([C:42]3[NH:41][C:40]4[C@@H:36]([CH3:35])[NH:37][C:38](=[O:53])[C:39]=4[CH:43]=3)[CH:56]=[CH:57][CH:58]=2)[N:63]=1)([CH3:69])([CH3:68])[CH3:67], predict the reactants needed to synthesize it. The reactants are: CC(C1C=C(C(C)C)C(C2C=CC=CC=2P(C2CCCCC2)C2CCCCC2)=C(C(C)C)C=1)C.[CH3:35][C@@H:36]1[C:40]2[NH:41][C:42](B3OC(C)(C)C(C)(C)O3)=[CH:43][C:39]=2[C:38](=[O:53])[NH:37]1.Br[C:55]1[CH:56]=[CH:57][CH:58]=[C:59]2[C:64]=1[N:63]=[C:62]([NH:65][C:66]([CH3:69])([CH3:68])[CH3:67])[N:61]([CH:70]([CH3:72])[CH3:71])[C:60]2=[O:73].P([O-])([O-])([O-])=O.[K+].[K+].[K+]. (2) Given the product [CH3:22][O:21][CH2:20][CH2:19][O:1][C:2]1[C:7]2[C:8](=[O:11])[CH2:9][O:10][C:6]=2[CH:5]=[CH:4][CH:3]=1, predict the reactants needed to synthesize it. The reactants are: [OH:1][C:2]1[C:7]2[C:8](=[O:11])[CH2:9][O:10][C:6]=2[CH:5]=[CH:4][CH:3]=1.C(=O)([O-])[O-].[K+].[K+].Br[CH2:19][CH2:20][O:21][CH3:22].Cl.